From a dataset of Catalyst prediction with 721,799 reactions and 888 catalyst types from USPTO. Predict which catalyst facilitates the given reaction. (1) Reactant: [H-].[Na+].Cl[C:4]1[C:9]([N+:10]([O-:12])=[O:11])=[CH:8][N:7]=[C:6]([NH2:13])[C:5]=1[F:14].[CH3:15][O:16][C:17]1[CH:22]=[CH:21][C:20]([CH2:23][SH:24])=[CH:19][CH:18]=1. Product: [F:14][C:5]1[C:6]([NH2:13])=[N:7][CH:8]=[C:9]([N+:10]([O-:12])=[O:11])[C:4]=1[S:24][CH2:23][C:20]1[CH:21]=[CH:22][C:17]([O:16][CH3:15])=[CH:18][CH:19]=1. The catalyst class is: 1. (2) Reactant: [Br:1][C:2]1[N:7]2[C:8]([CH3:12])=[N:9][C:10]([NH2:11])=[C:6]2[CH:5]=[CH:4][CH:3]=1.C(N(CC)CC)C.[CH3:20][S:21](Cl)(=[O:23])=[O:22].CN. Product: [Br:1][C:2]1[N:7]2[C:8]([CH3:12])=[N:9][C:10]([NH:11][S:21]([CH3:20])(=[O:23])=[O:22])=[C:6]2[CH:5]=[CH:4][CH:3]=1. The catalyst class is: 410.